Dataset: Reaction yield outcomes from USPTO patents with 853,638 reactions. Task: Predict the reaction yield, written as a fraction of the theoretical maximum amount of product (1.0 means a 100% yield; for example, 0.34 means a 34% yield). (1) The reactants are [Cl:1][C:2]1[CH:3]=[C:4]2[C:10]([C:11]3[N:16]=[C:15]([NH:17][C@H:18]4[CH2:22][CH2:21][N:20](S(C)(=O)=O)[CH2:19]4)[C:14]([F:27])=[CH:13][N:12]=3)=[CH:9][NH:8][C:5]2=[N:6][CH:7]=1.[CH3:28][O:29][C:30](Cl)=[O:31]. No catalyst specified. The product is [Cl:1][C:2]1[CH:3]=[C:4]2[C:10]([C:11]3[N:16]=[C:15]([NH:17][C@H:18]4[CH2:22][CH2:21][N:20]([C:30]([O:29][CH3:28])=[O:31])[CH2:19]4)[C:14]([F:27])=[CH:13][N:12]=3)=[CH:9][NH:8][C:5]2=[N:6][CH:7]=1. The yield is 0.520. (2) The reactants are [NH2:1][C:2]1[CH:3]=[C:4]2[C:9](=[CH:10][CH:11]=1)[C:8](=[O:12])[N:7]([CH2:13][CH:14]([CH3:16])[CH3:15])[C:6]([CH2:17][NH:18][C:19](=[O:25])[O:20][C:21]([CH3:24])([CH3:23])[CH3:22])=[C:5]2[O:26][CH2:27][CH2:28][CH2:29][CH3:30].CO[CH:33]1[CH2:37][CH2:36][CH:35](OC)O1.O. The catalyst is C(O)(=O)C. The product is [CH2:27]([O:26][C:5]1[C:4]2[C:9](=[CH:10][CH:11]=[C:2]([N:1]3[CH:33]=[CH:37][CH:36]=[CH:35]3)[CH:3]=2)[C:8](=[O:12])[N:7]([CH2:13][CH:14]([CH3:16])[CH3:15])[C:6]=1[CH2:17][NH:18][C:19](=[O:25])[O:20][C:21]([CH3:23])([CH3:22])[CH3:24])[CH2:28][CH2:29][CH3:30]. The yield is 0.674. (3) The reactants are [CH2:1]1[CH2:11][CH2:10][N:9]2[C:4](=[N:5][CH2:6][CH2:7][CH2:8]2)[CH2:3][CH2:2]1.[F:12][C:13]1[CH:14]=[C:15]([CH2:19][CH2:20][NH2:21])[CH:16]=[CH:17][CH:18]=1.[C:22](OCC)(=[O:24])C. The catalyst is C(#N)C. The product is [F:12][C:13]1[CH:14]=[C:15]([CH2:19][CH2:20][NH:21][C:22]([NH:5][C:4]2[CH:3]=[CH:2][CH:1]=[C:11]3[C:6]=2[CH:7]=[CH:8][N:9]=[CH:10]3)=[O:24])[CH:16]=[CH:17][CH:18]=1. The yield is 0.650. (4) The reactants are [NH2:1][C@@:2]1([CH2:23][CH:24]=[CH2:25])[CH2:7][CH2:6][N:5]([C:8]([O:10][C:11]([CH3:14])([CH3:13])[CH3:12])=[O:9])[C@@H:4]([C:15]2[CH:20]=[CH:19][C:18]([F:21])=[CH:17][C:16]=2[CH3:22])[CH2:3]1.[C:26](O[C:26]([O:28][CH2:29][C:30]1[CH:35]=[CH:34][CH:33]=[CH:32][CH:31]=1)=[O:27])([O:28][CH2:29][C:30]1[CH:35]=[CH:34][CH:33]=[CH:32][CH:31]=1)=[O:27].C1CCCCC1. The catalyst is C(Cl)Cl.C1CCCCC1.C(OCC)(=O)C. The product is [F:21][C:18]1[CH:19]=[CH:20][C:15]([C@H:4]2[CH2:3][C@:2]([NH:1][C:26]([O:28][CH2:29][C:30]3[CH:35]=[CH:34][CH:33]=[CH:32][CH:31]=3)=[O:27])([CH2:23][CH:24]=[CH2:25])[CH2:7][CH2:6][N:5]2[C:8]([O:10][C:11]([CH3:14])([CH3:13])[CH3:12])=[O:9])=[C:16]([CH3:22])[CH:17]=1. The yield is 0.840. (5) The product is [C:5]([O:9][C:10](=[O:22])[NH:11][C@H:12]([CH:13]([CH3:14])[CH3:24])[C:16](=[O:21])[CH:1]=[CH2:2])([CH3:6])([CH3:7])[CH3:8]. The yield is 0.640. The reactants are [CH:1]([Mg]Br)=[CH2:2].[C:5]([O:9][C:10](=[O:22])[NH:11][C@:12]([C:16](=[O:21])N(OC)C)(C)[CH2:13][CH3:14])([CH3:8])([CH3:7])[CH3:6].O1CCC[CH2:24]1. No catalyst specified. (6) The reactants are [Si]([O:8][C:9]1[CH:10]=[CH:11][CH:12]=[C:13]2[C:18]=1[N:17]=[C:16]([C:19]1[N:23]3[CH:24]=[C:25]([CH:28]4[CH2:30][CH2:29]4)[CH:26]=[CH:27][C:22]3=[N:21][N:20]=1)[CH:15]=[CH:14]2)(C(C)(C)C)(C)C. The catalyst is C1COCC1.[NH4+].[Cl-].O. The product is [CH:28]1([C:25]2[CH:26]=[CH:27][C:22]3[N:23]([C:19]([C:16]4[CH:15]=[CH:14][C:13]5[C:18](=[C:9]([OH:8])[CH:10]=[CH:11][CH:12]=5)[N:17]=4)=[N:20][N:21]=3)[CH:24]=2)[CH2:30][CH2:29]1. The yield is 0.624.